This data is from Forward reaction prediction with 1.9M reactions from USPTO patents (1976-2016). The task is: Predict the product of the given reaction. (1) The product is: [C@@H:1]12[CH2:7][C@@H:4]([CH2:5][CH2:6]1)[CH2:3][C@@H:2]2[NH:8][C:9]1[S:10][C:11]([CH2:15][CH2:16][OH:17])([CH2:24][C:25]([CH3:27])=[CH2:26])[C:12](=[O:14])[N:13]=1. Given the reactants [C@@H:1]12[CH2:7][C@@H:4]([CH2:5][CH2:6]1)[CH2:3][C@@H:2]2[NH:8][C:9]1[S:10][C:11]([CH2:24][C:25]([CH3:27])=[CH2:26])([CH2:15][CH2:16][O:17]C2CCCCO2)[C:12](=[O:14])[N:13]=1.C1(C)C=CC(S(O)(=O)=O)=CC=1, predict the reaction product. (2) Given the reactants F[C:2]1[CH:13]=[C:12]([O:14][CH3:15])[CH:11]=[CH:10][C:3]=1[C:4]([O:6][CH2:7][CH:8]=[CH2:9])=[O:5].[CH:16]1([C@@H:19]([C:26]2[CH:31]=[CH:30][N:29]=[C:28]([O:32][CH2:33][CH:34]3[CH2:39][CH2:38][NH:37][CH2:36][CH2:35]3)[CH:27]=2)[CH2:20][C:21]([O:23][CH2:24][CH3:25])=[O:22])[CH2:18][CH2:17]1.C(=O)([O-])[O-].[Cs+].[Cs+].CS(C)=O, predict the reaction product. The product is: [CH:16]1([C@@H:19]([C:26]2[CH:31]=[CH:30][N:29]=[C:28]([O:32][CH2:33][CH:34]3[CH2:35][CH2:36][N:37]([C:2]4[CH:13]=[C:12]([O:14][CH3:15])[CH:11]=[CH:10][C:3]=4[C:4]([O:6][CH2:7][CH:8]=[CH2:9])=[O:5])[CH2:38][CH2:39]3)[CH:27]=2)[CH2:20][C:21]([O:23][CH2:24][CH3:25])=[O:22])[CH2:18][CH2:17]1. (3) Given the reactants C([O:3][C:4]([C:6]1[CH2:13][CH2:12][CH2:11][CH2:10][CH2:9][CH2:8][C:7]=1[C:14]1[CH:19]=[CH:18][CH:17]=[CH:16][CH:15]=1)=[O:5])C.[Li+].[OH-], predict the reaction product. The product is: [C:14]1([C:7]2[CH2:8][CH2:9][CH2:10][CH2:11][CH2:12][CH2:13][C:6]=2[C:4]([OH:5])=[O:3])[CH:19]=[CH:18][CH:17]=[CH:16][CH:15]=1.